This data is from Full USPTO retrosynthesis dataset with 1.9M reactions from patents (1976-2016). The task is: Predict the reactants needed to synthesize the given product. (1) Given the product [N:15]12[CH2:20][CH2:19][CH:18]([CH2:17][CH2:16]1)[N:12]([C:10]1[O:11][C:4]3[C:5]([N:9]=1)=[N:6][C:7]([CH3:8])=[C:2]([C:21]#[N:22])[CH:3]=3)[CH2:13][CH2:14]2, predict the reactants needed to synthesize it. The reactants are: Br[C:2]1[CH:3]=[C:4]2[O:11][C:10]([N:12]3[CH:18]4[CH2:19][CH2:20][N:15]([CH2:16][CH2:17]4)[CH2:14][CH2:13]3)=[N:9][C:5]2=[N:6][C:7]=1[CH3:8].[C:21]([Cu])#[N:22]. (2) Given the product [CH2:1]([C@H:8]1[CH2:9][N:10]([C:14]2[CH:19]=[CH:18][C:17]([O:20][CH3:21])=[C:16]([O:22][CH:23]3[CH2:27][CH2:26][CH2:25][CH2:24]3)[CH:15]=2)[CH2:11][CH2:12][N:13]1[C:37](=[O:38])[CH2:36][C:33]1[N:32]=[C:31]([N+:28]([O-:30])=[O:29])[NH:35][N:34]=1)[C:2]1[CH:3]=[CH:4][CH:5]=[CH:6][CH:7]=1, predict the reactants needed to synthesize it. The reactants are: [CH2:1]([C@@H:8]1[NH:13][CH2:12][CH2:11][N:10]([C:14]2[CH:19]=[CH:18][C:17]([O:20][CH3:21])=[C:16]([O:22][CH:23]3[CH2:27][CH2:26][CH2:25][CH2:24]3)[CH:15]=2)[CH2:9]1)[C:2]1[CH:7]=[CH:6][CH:5]=[CH:4][CH:3]=1.[N+:28]([C:31]1[NH:35][N:34]=[C:33]([CH2:36][C:37](O)=[O:38])[N:32]=1)([O-:30])=[O:29].